Dataset: NCI-60 drug combinations with 297,098 pairs across 59 cell lines. Task: Regression. Given two drug SMILES strings and cell line genomic features, predict the synergy score measuring deviation from expected non-interaction effect. Drug 1: CC12CCC(CC1=CCC3C2CCC4(C3CC=C4C5=CN=CC=C5)C)O. Drug 2: CC1=C2C(C(=O)C3(C(CC4C(C3C(C(C2(C)C)(CC1OC(=O)C(C(C5=CC=CC=C5)NC(=O)C6=CC=CC=C6)O)O)OC(=O)C7=CC=CC=C7)(CO4)OC(=O)C)O)C)OC(=O)C. Cell line: CCRF-CEM. Synergy scores: CSS=62.0, Synergy_ZIP=19.6, Synergy_Bliss=21.0, Synergy_Loewe=-10.4, Synergy_HSA=21.9.